Task: Binary Classification. Given a miRNA mature sequence and a target amino acid sequence, predict their likelihood of interaction.. Dataset: Experimentally validated miRNA-target interactions with 360,000+ pairs, plus equal number of negative samples (1) The miRNA is mmu-miR-1955-3p with sequence GAGCAUUGCAUGCUGGGACAU. The protein sequence of the target gene is MQRAGAGARRASDCGPAPYRPRCIAKLAQYVGSFPVDDLDTQESVGLVQQQLWALQDCSRRRAVILKFSLQGLKIYSGEGEVLLMAHALKRILYATWYPAACQFAFIARNPRSPSSKLFCHLFVGSQPGEVHILYLLLCRSFQLAYLLQHPEERAQSEPCLAPVGDLSLKPLCSPGVPPALVREPFSRDQLSQNVHALVSFRRLPAEGLLGSNGKELPESEGRGGTRHIRLGNPYCSPTLVRKKAIRSKVIRSGAYRGCTYETQLQLSAREAFPAAWEAWPRGPGGPSCLVENEGSLTEN.... Result: 0 (no interaction). (2) The miRNA is hsa-miR-301b-3p with sequence CAGUGCAAUGAUAUUGUCAAAGC. The protein sequence of the target gene is MAAVKTLNPKAEVARAQAALAVNISAARGLQDVLRTNLGPKGTMKMLVSGAGDIKLTKDGNVLLHEMQIQHPTASLIAKVATAQDDITGDGTTSNVLIIGELLKQADLYISEGLHPRIITEGFEAAKEKALQFLEEVKVSREMDRETLIDVARTSLRTKVHAELADVLTEAVVDSILAIKKQDEPIDLFMIEIMEMKHKSETDTSLIRGLVLDHGARHPDMKKRVEDAYILTCNVSLEYEKTEVNSGFFYKSAEEREKLVKAERKFIEDRVKKIIELKRKVCGDSDKGFVVINQKGIDPF.... Result: 1 (interaction). (3) The miRNA is hsa-miR-122-5p with sequence UGGAGUGUGACAAUGGUGUUUG. Result: 1 (interaction). The protein sequence of the target gene is MGLPRLVCAFLLAACCCCPRVAGVPGEAEQPAPELVEVEVGSTALLKCGLSQSQGNLSHVDWFSVHKEKRTLIFRVRQGQGQSEPGEYEQRLSLQDRGATLALTQVTPQDERIFLCQGKRPRSQEYRIQLRVYKAPEEPNIQVNPLGIPVNSKEPEEVATCVGRNGYPIPQVIWYKNGRPLKEEKNRVHIQSSQTVESSGLYTLQSILKAQLVKEDKDAQFYCELNYRLPSGNHMKESREVTVPVFYPTEKVWLEVEPVGMLKEGDRVEIRCLADGNPPPHFSISKQNPSTREAEEETTN.... (4) The miRNA is mmu-miR-7116-3p with sequence UUUUUUUCCUUUGCCUUCUCAG. The protein sequence of the target gene is MAGTVLGVGAGVFILALLWVAVLLLCVLLSRASGAARFSVIFLFFGAVIITSVLLLFPRAGEFPAPEVEVKIVDDFFIGRYVLLAFLSAIFLGGLFLVLIHYVLEPIYAKPLHSY. Result: 0 (no interaction).